Dataset: Reaction yield outcomes from USPTO patents with 853,638 reactions. Task: Predict the reaction yield, written as a fraction of the theoretical maximum amount of product (1.0 means a 100% yield; for example, 0.34 means a 34% yield). (1) The product is [F:12][C:9]1[CH:10]=[C:11]2[C:6](=[CH:7][CH:8]=1)[N:5]([C:13](=[O:15])[CH3:14])[C@@H:4]([CH3:16])[C@H:3]([CH3:17])[C@H:2]2[NH:1][C:19]1[N:24]=[C:23]([CH3:25])[CH:22]=[CH:21][N:20]=1. The yield is 0.420. The reactants are [NH2:1][C@H:2]1[C:11]2[C:6](=[CH:7][CH:8]=[C:9]([F:12])[CH:10]=2)[N:5]([C:13](=[O:15])[CH3:14])[C@@H:4]([CH3:16])[C@@H:3]1[CH3:17].Cl[C:19]1[N:24]=[C:23]([CH3:25])[CH:22]=[CH:21][N:20]=1.CCN(C(C)C)C(C)C. The catalyst is CN1C(=O)CCC1. (2) The reactants are [CH3:1][C:2]1([CH3:9])[CH2:7][CH2:6][C:5](=O)[CH2:4][CH2:3]1.[C:10]([O:14][C:15]([N:17]1[CH2:22][CH2:21][NH:20][CH2:19][CH2:18]1)=[O:16])([CH3:13])([CH3:12])[CH3:11].C(O)(=O)C.C(O[BH-](OC(=O)C)OC(=O)C)(=O)C.[Na+]. The catalyst is ClC(Cl)C.C(OCC)(=O)C. The product is [CH3:1][C:2]1([CH3:9])[CH2:7][CH2:6][CH:5]([N:20]2[CH2:19][CH2:18][N:17]([C:15]([O:14][C:10]([CH3:13])([CH3:12])[CH3:11])=[O:16])[CH2:22][CH2:21]2)[CH2:4][CH2:3]1. The yield is 0.950. (3) The reactants are [OH:1][C:2]1[CH:3]=[C:4]([CH:11]=[CH:12][CH:13]=1)[C:5]([N:7]([O:9][CH3:10])[CH3:8])=[O:6].[H-].[Na+].Cl[CH2:17][O:18][CH3:19]. The catalyst is CN(C)C=O. The product is [CH3:17][O:18][CH2:19][O:1][C:2]1[CH:3]=[C:4]([CH:11]=[CH:12][CH:13]=1)[C:5]([N:7]([O:9][CH3:10])[CH3:8])=[O:6]. The yield is 0.870.